This data is from Full USPTO retrosynthesis dataset with 1.9M reactions from patents (1976-2016). The task is: Predict the reactants needed to synthesize the given product. (1) The reactants are: [NH2:1][C:2]1[N:7]=[C:6](OS(C(F)(F)F)(=O)=O)[C:5]([N+:16]([O-:18])=[O:17])=[C:4]([C:19]2[O:20][CH:21]=[CH:22][CH:23]=2)[N:3]=1.[CH2:24]([NH2:32])[CH2:25][C:26]1[CH:31]=[CH:30][CH:29]=[CH:28][CH:27]=1. Given the product [O:20]1[CH:21]=[CH:22][CH:23]=[C:19]1[C:4]1[N:3]=[C:2]([NH2:1])[N:7]=[C:6]([NH:32][CH2:24][CH2:25][C:26]2[CH:31]=[CH:30][CH:29]=[CH:28][CH:27]=2)[C:5]=1[N+:16]([O-:18])=[O:17], predict the reactants needed to synthesize it. (2) Given the product [N+:27]([C:10]1[C:9]([C:11]([OH:13])=[O:12])=[N:8][N:4]2[CH2:5][CH2:6][CH2:7][C:2](=[O:1])[C:3]=12)([O-:29])=[O:28], predict the reactants needed to synthesize it. The reactants are: [O:1]=[C:2]1[CH2:7][CH2:6][CH2:5][N:4]2[N:8]=[C:9]([C:11]([OH:13])=[O:12])[CH:10]=[C:3]12.FC(F)(F)C(OC(=O)C(F)(F)F)=O.[N+:27]([O-])([O-:29])=[O:28].[NH4+]. (3) Given the product [OH:5][C@H:4]([C:6]1[CH:11]=[CH:10][CH:9]=[CH:8][CH:7]=1)[CH2:3][CH2:2][N:26]1[CH2:27][CH2:28][CH:23]([C:19]2[CH:18]=[C:17]([NH:16][C:14](=[O:15])[CH:13]([CH3:12])[CH3:29])[CH:22]=[CH:21][CH:20]=2)[CH2:24][CH2:25]1, predict the reactants needed to synthesize it. The reactants are: Cl[CH2:2][CH2:3][C@@H:4]([C:6]1[CH:11]=[CH:10][CH:9]=[CH:8][CH:7]=1)[OH:5].[CH3:12][CH:13]([CH3:29])[C:14]([NH:16][C:17]1[CH:22]=[CH:21][CH:20]=[C:19]([CH:23]2[CH2:28][CH2:27][NH:26][CH2:25][CH2:24]2)[CH:18]=1)=[O:15].C(N(C(C)C)CC)(C)C. (4) Given the product [CH3:1][C:2]1[N:29]=[C:5]2[N:6]([CH2:30][C:31]3([CH3:35])[CH2:34][O:33][CH2:32]3)[C:7](=[O:28])[C:8]([CH2:13][C:14]3[CH:19]=[CH:18][C:17]([C:20]4[C:21]([C:26]#[N:27])=[CH:22][CH:23]=[CH:24][CH:25]=4)=[CH:16][CH:15]=3)=[C:9]([CH2:10][CH2:11][CH3:12])[N:4]2[N:3]=1, predict the reactants needed to synthesize it. The reactants are: [CH3:1][C:2]1[N:29]=[C:5]2[NH:6][C:7](=[O:28])[C:8]([CH2:13][C:14]3[CH:19]=[CH:18][C:17]([C:20]4[C:21]([C:26]#[N:27])=[CH:22][CH:23]=[CH:24][CH:25]=4)=[CH:16][CH:15]=3)=[C:9]([CH2:10][CH2:11][CH3:12])[N:4]2[N:3]=1.[CH3:30][C:31]1([CH2:35]O)[CH2:34][O:33][CH2:32]1.C(P(CCCC)CCCC)CCC.N(C(N1CCCCC1)=O)=NC(N1CCCCC1)=O. (5) Given the product [F:1][C:2]1[CH:3]=[C:4]([CH:35]=[CH:36][C:37]=1[F:38])[CH2:5][N:6]1[CH2:7][CH2:8][C:9]2([N:18]([C:19]3[CH:24]=[CH:23][C:22]([O:25][CH3:26])=[CH:21][CH:20]=3)[C:17](=[O:27])[C:16]3[C:11](=[CH:12][C:13]([C:28]4[O:29][C:30]([CH2:40][N:41]([CH3:43])[CH3:42])=[CH:31][CH:32]=4)=[CH:14][CH:15]=3)[NH:10]2)[CH2:33][CH2:34]1, predict the reactants needed to synthesize it. The reactants are: [F:1][C:2]1[CH:3]=[C:4]([CH:35]=[CH:36][C:37]=1[F:38])[CH2:5][N:6]1[CH2:34][CH2:33][C:9]2([N:18]([C:19]3[CH:24]=[CH:23][C:22]([O:25][CH3:26])=[CH:21][CH:20]=3)[C:17](=[O:27])[C:16]3[C:11](=[CH:12][C:13]([C:28]4[O:29][CH:30]=[CH:31][CH:32]=4)=[CH:14][CH:15]=3)[NH:10]2)[CH2:8][CH2:7]1.[I-].[CH3:40][N+:41]([CH3:43])=[CH2:42]. (6) Given the product [CH2:17]([C:16]1[CH:15]=[C:2]([C:1]([O:8][CH2:9][CH3:10])=[O:7])[NH:22][N:21]=1)[CH3:18], predict the reactants needed to synthesize it. The reactants are: [C:1]([O:8][CH2:9][CH3:10])(=[O:7])[C:2](OCC)=O.[O-]CC.[Na+].[CH3:15][C:16](=O)[CH2:17][CH3:18].O.[NH2:21][NH2:22]. (7) Given the product [NH2:21][C:6]1[CH:5]=[C:4]2[C:9]([C:10](=[O:20])[N:11]([CH:12]3[CH2:17][CH2:16][C:15](=[O:18])[NH:14][C:13]3=[O:19])[C:2]([CH3:1])=[N:3]2)=[CH:8][CH:7]=1, predict the reactants needed to synthesize it. The reactants are: [CH3:1][C:2]1[N:11]([CH:12]2[CH2:17][CH2:16][C:15](=[O:18])[NH:14][C:13]2=[O:19])[C:10](=[O:20])[C:9]2[C:4](=[CH:5][C:6]([N+:21]([O-])=O)=[CH:7][CH:8]=2)[N:3]=1. (8) Given the product [ClH:20].[ClH:20].[CH3:19][N:2]([CH3:1])[CH2:3][CH2:4][C:5]1[CH:10]=[CH:9][CH:8]=[C:7]([C:11]2[C:12]([CH3:18])=[N:13][N:14]([CH3:17])[C:15]=2[CH3:16])[CH:6]=1, predict the reactants needed to synthesize it. The reactants are: [CH3:1][N:2]([CH3:19])[CH2:3][CH2:4][C:5]1[CH:10]=[CH:9][CH:8]=[C:7]([C:11]2[C:12]([CH3:18])=[N:13][N:14]([CH3:17])[C:15]=2[CH3:16])[CH:6]=1.[ClH:20].